Dataset: Full USPTO retrosynthesis dataset with 1.9M reactions from patents (1976-2016). Task: Predict the reactants needed to synthesize the given product. (1) Given the product [F:23][C:20]1[CH:19]=[CH:18][C:17]([C:13]2[C:12]([CH2:11][O:10][C:7]3[CH:8]=[CH:9][C:4]([C:3]([NH:25][CH:26]([CH2:29][OH:30])[CH2:27][OH:28])=[O:24])=[CH:5][N:6]=3)=[CH:16][O:15][N:14]=2)=[CH:22][CH:21]=1, predict the reactants needed to synthesize it. The reactants are: CO[C:3](=[O:24])[C:4]1[CH:9]=[CH:8][C:7]([O:10][CH2:11][C:12]2[C:13]([C:17]3[CH:22]=[CH:21][C:20]([F:23])=[CH:19][CH:18]=3)=[N:14][O:15][CH:16]=2)=[N:6][CH:5]=1.[NH2:25][CH:26]([CH2:29][OH:30])[CH2:27][OH:28]. (2) Given the product [OH:28][C:24]1([CH3:27])[CH2:25][CH2:26][N:22]([C:21]2[CH:20]=[CH:19][C:4]([C:5]([NH:7][C:8]3[CH:13]=[CH:12][C:11]([O:14][C:15]([F:18])([F:17])[F:16])=[CH:10][CH:9]=3)=[O:6])=[CH:3][C:2]=2[C:33]2[CH:34]=[N:29][CH:30]=[N:31][CH:32]=2)[CH2:23]1, predict the reactants needed to synthesize it. The reactants are: Br[C:2]1[CH:3]=[C:4]([CH:19]=[CH:20][C:21]=1[N:22]1[CH2:26][CH2:25][C:24]([OH:28])([CH3:27])[CH2:23]1)[C:5]([NH:7][C:8]1[CH:13]=[CH:12][C:11]([O:14][C:15]([F:18])([F:17])[F:16])=[CH:10][CH:9]=1)=[O:6].[N:29]1[CH:34]=[C:33](B(O)O)[CH:32]=[N:31][CH:30]=1.C([O-])([O-])=O.[Na+].[Na+].COCCOC.